From a dataset of Peptide-MHC class II binding affinity with 134,281 pairs from IEDB. Regression. Given a peptide amino acid sequence and an MHC pseudo amino acid sequence, predict their binding affinity value. This is MHC class II binding data. (1) The MHC is DRB4_0101 with pseudo-sequence DRB4_0103. The binding affinity (normalized) is 0.337. The peptide sequence is FTTTLFLHLVGFPTH. (2) The binding affinity (normalized) is 0.699. The peptide sequence is GKEFIRCLALPFRGY. The MHC is DRB1_1301 with pseudo-sequence DRB1_1301.